From a dataset of Reaction yield outcomes from USPTO patents with 853,638 reactions. Predict the reaction yield, written as a fraction of the theoretical maximum amount of product (1.0 means a 100% yield; for example, 0.34 means a 34% yield). (1) The reactants are [CH2:1]([N:4]([C:16]1[CH:17]=[C:18]2[C:23](=[CH:24][CH:25]=1)[N:22]=[C:21]([NH:26][C@H:27]1[C:35]3[C:30](=[CH:31][CH:32]=[CH:33][CH:34]=3)[CH2:29][CH2:28]1)[CH:20]=[CH:19]2)[C:5]([NH:7][C:8]1[CH:13]=[CH:12][C:11]([O:14][CH3:15])=[CH:10][CH:9]=1)=[O:6])[CH:2]=[CH2:3]. The catalyst is CO.[Pd]. The product is [C@H:27]1([NH:26][C:21]2[CH:20]=[CH:19][C:18]3[C:23](=[CH:24][CH:25]=[C:16]([N:4]([CH2:1][CH2:2][CH3:3])[C:5]([NH:7][C:8]4[CH:9]=[CH:10][C:11]([O:14][CH3:15])=[CH:12][CH:13]=4)=[O:6])[CH:17]=3)[N:22]=2)[C:35]2[C:30](=[CH:31][CH:32]=[CH:33][CH:34]=2)[CH2:29][CH2:28]1. The yield is 0.320. (2) The reactants are Cl[C:2]1[N:3]=[CH:4][C:5]2[CH:10]=[C:9]([C:11]([N:13]([CH3:15])[CH3:14])=[O:12])[N:8]([CH:16]3[CH2:20][CH2:19][CH2:18][CH2:17]3)[C:6]=2[N:7]=1.[NH2:21][C:22]1[N:27]=[CH:26][C:25]([N:28]2[C:33](=[O:34])[CH2:32][C@H:31]3[CH2:35][N:36](C(OC(C)(C)C)=O)[CH2:37][C@H:30]3[CH2:29]2)=[CH:24][CH:23]=1. No catalyst specified. The product is [CH:16]1([N:8]2[C:6]3[N:7]=[C:2]([NH:21][C:22]4[CH:23]=[CH:24][C:25]([N:28]5[C:33](=[O:34])[CH2:32][C@H:31]6[CH2:35][NH:36][CH2:37][C@H:30]6[CH2:29]5)=[CH:26][N:27]=4)[N:3]=[CH:4][C:5]=3[CH:10]=[C:9]2[C:11]([N:13]([CH3:15])[CH3:14])=[O:12])[CH2:20][CH2:19][CH2:18][CH2:17]1. The yield is 0.860.